From a dataset of Full USPTO retrosynthesis dataset with 1.9M reactions from patents (1976-2016). Predict the reactants needed to synthesize the given product. (1) Given the product [CH2:22]([N:29]([CH3:30])[C:15]1[N:3]=[C:4]([OH:14])[C:5]2[C:6]([CH:16]=1)=[CH:7][C:8]([O:11][CH3:12])=[CH:9][CH:10]=2)[C:23]1[CH:28]=[CH:27][CH:26]=[CH:25][CH:24]=1, predict the reactants needed to synthesize it. The reactants are: C([N:3]([CH2:15][CH3:16])[C:4](=[O:14])[C:5]1[CH:10]=[CH:9][C:8]([O:11][CH3:12])=[CH:7][C:6]=1C)C.C([Li])(C)(C)C.[CH2:22]([N:29](C)[C:30]#N)[C:23]1[CH:28]=[CH:27][CH:26]=[CH:25][CH:24]=1. (2) Given the product [N:27]1[C:36]2[C:31](=[CH:32][CH:33]=[CH:34][CH:35]=2)[CH:30]=[CH:29][C:28]=1[N:37]1[CH2:42][CH2:41][CH:40]([CH2:43][CH2:44][NH:45][C:46](=[O:51])[O:47][CH2:48][C:49]([NH:9][CH3:5])=[O:50])[CH2:39][CH2:38]1, predict the reactants needed to synthesize it. The reactants are: FC(F)(F)C1C=[C:5]([N:9]2CCC(CCNC(=O)OCC(N)=O)CC2)C=CC=1.[N:27]1[C:36]2[C:31](=[CH:32][CH:33]=[CH:34][CH:35]=2)[CH:30]=[CH:29][C:28]=1[N:37]1[CH2:42][CH2:41][CH:40]([CH2:43][CH2:44][N:45]2[C:49](=[O:50])[CH2:48][O:47][C:46]2=[O:51])[CH2:39][CH2:38]1.CN. (3) Given the product [F:35][CH:10]([F:9])[C:11]1[CH:16]=[CH:15][N:14]=[C:13]([NH:17][C:18]2[CH:23]=[C:22]([C:24]3[N:25]=[N:26][N:27]([CH:29]([CH3:30])[C:31]([CH3:33])([OH:5])[CH2:32][OH:47])[CH:28]=3)[CH:21]=[C:20]([CH3:34])[CH:19]=2)[N:12]=1, predict the reactants needed to synthesize it. The reactants are: C[N+]1([O-])CC[O:5]CC1.[F:9][CH:10]([F:35])[C:11]1[CH:16]=[CH:15][N:14]=[C:13]([NH:17][C:18]2[CH:23]=[C:22]([C:24]3[N:25]=[N:26][N:27]([CH:29]([C:31]([CH3:33])=[CH2:32])[CH3:30])[CH:28]=3)[CH:21]=[C:20]([CH3:34])[CH:19]=2)[N:12]=1.[O-]S([O-])=O.[Na+].[Na+].C1COCC1.[OH2:47].